From a dataset of Reaction yield outcomes from USPTO patents with 853,638 reactions. Predict the reaction yield, written as a fraction of the theoretical maximum amount of product (1.0 means a 100% yield; for example, 0.34 means a 34% yield). (1) The reactants are [N+:1]([C:4]1[C:13]2[N:12]=[CH:11][CH:10]=[N:9][C:8]=2[C:7]([C:14]#[N:15])=[CH:6][CH:5]=1)([O-])=O.[H][H]. The catalyst is C(OCC)(=O)C.C(O)C.[Pd]. The product is [NH2:1][C:4]1[C:13]2[NH:12][CH2:11][CH2:10][NH:9][C:8]=2[C:7]([C:14]#[N:15])=[CH:6][CH:5]=1. The yield is 0.900. (2) The reactants are [NH2:1][CH2:2][C:3]1[CH:8]=[N:7][C:6]([CH3:9])=[CH:5][N:4]=1.[Cl:10][C:11]1[CH:16]=[CH:15][C:14]([C:17]2[O:21][N:20]=[CH:19][C:18]=2[CH2:22][CH2:23][C:24](O)=[O:25])=[CH:13][CH:12]=1.O.ON1C2C=CC=CC=2N=N1.Cl.C(N=C=NCCCN(C)C)C. The catalyst is O.CN(C)C=O. The product is [CH3:9][C:6]1[N:7]=[CH:8][C:3]([CH2:2][NH:1][C:24](=[O:25])[CH2:23][CH2:22][C:18]2[CH:19]=[N:20][O:21][C:17]=2[C:14]2[CH:15]=[CH:16][C:11]([Cl:10])=[CH:12][CH:13]=2)=[N:4][CH:5]=1. The yield is 0.900. (3) The reactants are [Br:1][C:2]1[CH:7]=[C:6]([Cl:8])[CH:5]=[CH:4][N:3]=1.C([N-]C(C)C)(C)C.[Li+].CN([CH:20]=[O:21])C. The catalyst is O1CCCC1. The product is [Br:1][C:2]1[N:3]=[CH:4][CH:5]=[C:6]([Cl:8])[C:7]=1[CH:20]=[O:21]. The yield is 0.480. (4) The reactants are [Cl:1][C:2]1[CH:7]=[CH:6][CH:5]=[C:4]([Cl:8])[C:3]=1[CH2:9][C:10](Cl)=[O:11].[N+](=[CH2:15])=[N-].CCOCC.[BrH:21]. No catalyst specified. The product is [Br:21][CH2:15][C:10](=[O:11])[CH2:9][C:3]1[C:2]([Cl:1])=[CH:7][CH:6]=[CH:5][C:4]=1[Cl:8]. The yield is 0.660. (5) The reactants are O[CH:2]=[C:3]1[C:11]2[C:6](=[CH:7][C:8]([C:12]([C:14]3[CH:15]=[C:16]([NH:20][C:21]([C:23]4[N:24]([CH3:29])[N:25]=[C:26]([CH3:28])[CH:27]=4)=[O:22])[CH:17]=[CH:18][CH:19]=3)=[O:13])=[CH:9][CH:10]=2)[NH:5][C:4]1=[O:30].[N:31]1([CH2:36][C:37]2[CH:42]=[CH:41][C:40]([NH2:43])=[CH:39][CH:38]=2)[CH2:35][CH2:34][CH2:33][CH2:32]1. The catalyst is C1COCC1. The product is [O:30]=[C:4]1[C:3](=[CH:2][NH:43][C:40]2[CH:39]=[CH:38][C:37]([CH2:36][N:31]3[CH2:35][CH2:34][CH2:33][CH2:32]3)=[CH:42][CH:41]=2)[C:11]2[C:6](=[CH:7][C:8]([C:12]([C:14]3[CH:15]=[C:16]([NH:20][C:21]([C:23]4[N:24]([CH3:29])[N:25]=[C:26]([CH3:28])[CH:27]=4)=[O:22])[CH:17]=[CH:18][CH:19]=3)=[O:13])=[CH:9][CH:10]=2)[NH:5]1. The yield is 0.150.